Dataset: Catalyst prediction with 721,799 reactions and 888 catalyst types from USPTO. Task: Predict which catalyst facilitates the given reaction. Product: [O:15]1[C:2]2([CH2:7][CH2:6][CH:5]([C:8]([O:10][CH2:11][CH3:12])=[O:9])[CH2:4][CH2:3]2)[O:1][CH2:13][CH2:14]1. Reactant: [O:1]=[C:2]1[CH2:7][CH2:6][CH:5]([C:8]([O:10][CH2:11][CH3:12])=[O:9])[CH2:4][CH2:3]1.[CH2:13](O)[CH2:14][OH:15].S(=O)(=O)(O)O.O. The catalyst class is: 11.